From a dataset of NCI-60 drug combinations with 297,098 pairs across 59 cell lines. Regression. Given two drug SMILES strings and cell line genomic features, predict the synergy score measuring deviation from expected non-interaction effect. (1) Drug 1: C1=C(C(=O)NC(=O)N1)F. Drug 2: CC1C(C(CC(O1)OC2CC(OC(C2O)C)OC3=CC4=CC5=C(C(=O)C(C(C5)C(C(=O)C(C(C)O)O)OC)OC6CC(C(C(O6)C)O)OC7CC(C(C(O7)C)O)OC8CC(C(C(O8)C)O)(C)O)C(=C4C(=C3C)O)O)O)O. Cell line: SNB-75. Synergy scores: CSS=30.7, Synergy_ZIP=5.04, Synergy_Bliss=4.13, Synergy_Loewe=5.13, Synergy_HSA=5.14. (2) Drug 1: C1CNP(=O)(OC1)N(CCCl)CCCl. Drug 2: C1C(C(OC1N2C=NC(=NC2=O)N)CO)O. Cell line: CCRF-CEM. Synergy scores: CSS=32.8, Synergy_ZIP=2.29, Synergy_Bliss=1.57, Synergy_Loewe=-27.7, Synergy_HSA=1.28. (3) Synergy scores: CSS=29.3, Synergy_ZIP=-4.00, Synergy_Bliss=-2.78, Synergy_Loewe=-2.76, Synergy_HSA=0.795. Drug 2: CC12CCC3C(C1CCC2OP(=O)(O)O)CCC4=C3C=CC(=C4)OC(=O)N(CCCl)CCCl.[Na+]. Drug 1: CC1=C(N=C(N=C1N)C(CC(=O)N)NCC(C(=O)N)N)C(=O)NC(C(C2=CN=CN2)OC3C(C(C(C(O3)CO)O)O)OC4C(C(C(C(O4)CO)O)OC(=O)N)O)C(=O)NC(C)C(C(C)C(=O)NC(C(C)O)C(=O)NCCC5=NC(=CS5)C6=NC(=CS6)C(=O)NCCC[S+](C)C)O. Cell line: IGROV1. (4) Drug 1: CN1C2=C(C=C(C=C2)N(CCCl)CCCl)N=C1CCCC(=O)O.Cl. Drug 2: CS(=O)(=O)OCCCCOS(=O)(=O)C. Cell line: UACC-257. Synergy scores: CSS=2.29, Synergy_ZIP=0.195, Synergy_Bliss=0.658, Synergy_Loewe=-0.227, Synergy_HSA=-0.703. (5) Drug 1: CS(=O)(=O)C1=CC(=C(C=C1)C(=O)NC2=CC(=C(C=C2)Cl)C3=CC=CC=N3)Cl. Drug 2: C1=CC(=CC=C1CCC2=CNC3=C2C(=O)NC(=N3)N)C(=O)NC(CCC(=O)O)C(=O)O. Cell line: OVCAR-4. Synergy scores: CSS=11.7, Synergy_ZIP=-11.9, Synergy_Bliss=-21.2, Synergy_Loewe=-31.4, Synergy_HSA=-20.6. (6) Drug 1: C1=NC2=C(N1)C(=S)N=C(N2)N. Drug 2: CCC1=C2CN3C(=CC4=C(C3=O)COC(=O)C4(CC)O)C2=NC5=C1C=C(C=C5)O. Cell line: NCIH23. Synergy scores: CSS=46.0, Synergy_ZIP=-0.697, Synergy_Bliss=0.550, Synergy_Loewe=0.526, Synergy_HSA=3.50.